This data is from Forward reaction prediction with 1.9M reactions from USPTO patents (1976-2016). The task is: Predict the product of the given reaction. Given the reactants [NH2:1][C:2]1[C:10]([N+:11]([O-])=O)=[CH:9][CH:8]=[CH:7][C:3]=1[C:4]([OH:6])=[O:5].[OH-].[Na+].[H][H].Cl.[CH:19](O)=[O:20], predict the reaction product. The product is: [NH2:1][C:2]1[C:10]([NH:11][CH:19]=[O:20])=[CH:9][CH:8]=[CH:7][C:3]=1[C:4]([OH:6])=[O:5].